Dataset: Peptide-MHC class II binding affinity with 134,281 pairs from IEDB. Task: Regression. Given a peptide amino acid sequence and an MHC pseudo amino acid sequence, predict their binding affinity value. This is MHC class II binding data. (1) The peptide sequence is IAGLFLTTEAVVADK. The binding affinity (normalized) is 0.611. The MHC is DRB1_0405 with pseudo-sequence DRB1_0405. (2) The peptide sequence is AFAATHNPWASQRF. The MHC is DRB1_0401 with pseudo-sequence DRB1_0401. The binding affinity (normalized) is 0.796. (3) The MHC is HLA-DQA10601-DQB10402 with pseudo-sequence HLA-DQA10601-DQB10402. The peptide sequence is PLTHTIGTSVEESEM. The binding affinity (normalized) is 0.458.